This data is from Catalyst prediction with 721,799 reactions and 888 catalyst types from USPTO. The task is: Predict which catalyst facilitates the given reaction. Reactant: [Cl:1][C:2]1[CH:7]=[CH:6][C:5]([C@@:8]2([OH:16])[CH2:13][CH2:12][NH:11][CH2:10][C:9]2([CH3:15])[CH3:14])=[CH:4][CH:3]=1.[CH3:17][CH:18]([CH3:34])[C@@H:19]([CH2:23][NH:24][C:25]([O:27][CH2:28][CH2:29][Si:30]([CH3:33])([CH3:32])[CH3:31])=[O:26])[C:20](O)=[O:21].C(Cl)CCl.C1C=CC2N(O)N=NC=2C=1.CCN(C(C)C)C(C)C. Product: [Cl:1][C:2]1[CH:7]=[CH:6][C:5]([C@@:8]2([OH:16])[CH2:13][CH2:12][N:11]([C:20]([C@@H:19]([CH:18]([CH3:34])[CH3:17])[CH2:23][NH:24][C:25](=[O:26])[O:27][CH2:28][CH2:29][Si:30]([CH3:33])([CH3:32])[CH3:31])=[O:21])[CH2:10][C:9]2([CH3:14])[CH3:15])=[CH:4][CH:3]=1. The catalyst class is: 2.